The task is: Predict the reactants needed to synthesize the given product.. This data is from Full USPTO retrosynthesis dataset with 1.9M reactions from patents (1976-2016). (1) Given the product [F:17][C:11]1[C:10]([CH3:18])=[C:9]2[C:14]([CH:15]=[N:16][C:7]([NH:19][C:20]3[CH:28]=[C:27]4[C:23]([CH:24]=[N:25][NH:26]4)=[CH:22][CH:21]=3)=[N:8]2)=[CH:13][CH:12]=1, predict the reactants needed to synthesize it. The reactants are: C(O)CCC.Cl[C:7]1[N:16]=[CH:15][C:14]2[C:9](=[C:10]([CH3:18])[C:11]([F:17])=[CH:12][CH:13]=2)[N:8]=1.[NH2:19][C:20]1[CH:28]=[C:27]2[C:23]([CH:24]=[N:25][NH:26]2)=[CH:22][CH:21]=1. (2) Given the product [OH:1][C:2]1[CH:11]=[CH:10][C:5]2[C:6](=[O:9])/[C:7](=[CH:39]/[C:32]3[C:33]4[C:38](=[CH:37][CH:36]=[CH:35][CH:34]=4)[N:30]([S:20]([C:23]4[CH:24]=[CH:25][C:26]([CH3:27])=[CH:28][CH:29]=4)(=[O:22])=[O:21])[CH:31]=3)/[O:8][C:4]=2[C:3]=1[CH2:12][N:13]1[CH2:14][CH2:15][N:16]([CH3:19])[CH2:17][CH2:18]1, predict the reactants needed to synthesize it. The reactants are: [OH:1][C:2]1[CH:11]=[CH:10][C:5]2[C:6](=[O:9])[CH2:7][O:8][C:4]=2[C:3]=1[CH2:12][N:13]1[CH2:18][CH2:17][N:16]([CH3:19])[CH2:15][CH2:14]1.[S:20]([N:30]1[C:38]2[C:33](=[CH:34][CH:35]=[CH:36][CH:37]=2)[C:32]([CH:39]=O)=[CH:31]1)([C:23]1[CH:29]=[CH:28][C:26]([CH3:27])=[CH:25][CH:24]=1)(=[O:22])=[O:21].N1CCCCC1. (3) Given the product [C:2]([OH:10])(=[O:1])[CH3:3].[C:13]([OH:16])(=[O:15])[CH3:14].[C:2]([OH:10])(=[O:1])[CH3:3].[C:2]([OH:10])(=[O:1])[CH3:3].[C:2]([OH:10])(=[O:1])[CH3:3].[OH:1][CH:2]1[O:10][C@H:9]([CH2:11][OH:12])[C@H:7]([OH:8])[C@H:5]([OH:6])[C@H:3]1[NH2:4], predict the reactants needed to synthesize it. The reactants are: [OH:1][CH:2]1[O:10][C@H:9]([CH2:11][OH:12])[C@H:7]([OH:8])[C@H:5]([OH:6])[C@H:3]1[NH2:4].[C:13]([O:16]C(=O)C)(=[O:15])[CH3:14].